The task is: Predict the reaction yield, written as a fraction of the theoretical maximum amount of product (1.0 means a 100% yield; for example, 0.34 means a 34% yield).. This data is from Reaction yield outcomes from USPTO patents with 853,638 reactions. (1) The reactants are F[C:2]1[CH:3]=[C:4]([OH:11])[CH:5]=[CH:6][C:7]=1[N+:8]([O-:10])=[O:9].[CH3:12][S-:13].[Na+].C(=O)([O-])[O-].[K+].[K+].O. The catalyst is CN(C=O)C. The product is [CH3:12][S:13][C:2]1[CH:3]=[C:4]([OH:11])[CH:5]=[CH:6][C:7]=1[N+:8]([O-:10])=[O:9]. The yield is 0.900. (2) The reactants are [Cl:1][C:2]1[S:6][C:5]([S:7]([NH:10][C:11]([NH:13][C:14]2[CH:22]=[CH:21][C:17]([C:18]([OH:20])=O)=[CH:16][CH:15]=2)=[O:12])(=[O:9])=[O:8])=[CH:4][CH:3]=1.[NH2:23][C:24]1[CH:29]=[CH:28][CH:27]=[CH:26][CH:25]=1.CCN(C(C)C)C(C)C.C1CN([P+](ON2N=NC3C=CC=CC2=3)(N2CCCC2)N2CCCC2)CC1.F[P-](F)(F)(F)(F)F. The catalyst is CN(C=O)C. The product is [Cl:1][C:2]1[S:6][C:5]([S:7]([NH:10][C:11]([NH:13][C:14]2[CH:15]=[CH:16][C:17]([C:18](=[O:20])[NH:23][C:24]3[CH:29]=[CH:28][CH:27]=[CH:26][CH:25]=3)=[CH:21][CH:22]=2)=[O:12])(=[O:8])=[O:9])=[CH:4][CH:3]=1. The yield is 0.450.